This data is from Full USPTO retrosynthesis dataset with 1.9M reactions from patents (1976-2016). The task is: Predict the reactants needed to synthesize the given product. (1) Given the product [I:5][C:6]1[CH:7]=[C:8]([NH:9][C:2]([NH2:3])=[O:1])[CH:10]=[CH:11][CH:12]=1, predict the reactants needed to synthesize it. The reactants are: [O-:1][C:2]#[N:3].[Na+].[I:5][C:6]1[CH:7]=[C:8]([CH:10]=[CH:11][CH:12]=1)[NH2:9]. (2) Given the product [CH3:19][O:18][C:16](=[O:17])[NH:5][C:4]1[CH:6]=[CH:7][C:8]([F:9])=[C:2]([F:1])[CH:3]=1, predict the reactants needed to synthesize it. The reactants are: [F:1][C:2]1[CH:3]=[C:4]([CH:6]=[CH:7][C:8]=1[F:9])[NH2:5].C([O-])(O)=O.[Na+].Cl[C:16]([O:18][CH3:19])=[O:17]. (3) Given the product [CH3:14][C:11]1[CH:10]=[C:9]([NH:8][C:6]2[CH:7]=[C:2]([N:34]3[CH2:35][CH2:36][N:31]([CH3:30])[CH2:32][CH2:33]3)[N:3]=[C:4]([S:15][C:16]3[CH:21]=[CH:20][C:19]([NH:22][C:23](=[O:29])[O:24][C:25]([CH3:26])([CH3:27])[CH3:28])=[CH:18][CH:17]=3)[N:5]=2)[NH:13][N:12]=1, predict the reactants needed to synthesize it. The reactants are: Cl[C:2]1[CH:7]=[C:6]([NH:8][C:9]2[NH:13][N:12]=[C:11]([CH3:14])[CH:10]=2)[N:5]=[C:4]([S:15][C:16]2[CH:21]=[CH:20][C:19]([NH:22][C:23](=[O:29])[O:24][C:25]([CH3:28])([CH3:27])[CH3:26])=[CH:18][CH:17]=2)[N:3]=1.[CH3:30][N:31]1[CH2:36][CH2:35][NH:34][CH2:33][CH2:32]1. (4) Given the product [Cl:11][C:9]1[CH:8]=[C:7]([CH3:12])[C:6]2[O:13][C@H:2]([CH:14]([CH3:16])[CH3:15])[C:3](=[O:18])[NH:4][C:5]=2[CH:10]=1, predict the reactants needed to synthesize it. The reactants are: Cl[C@@H:2]([CH:14]([CH3:16])[CH3:15])[CH2:3][N-:4][C:5]1[CH:10]=[C:9]([Cl:11])[CH:8]=[C:7]([CH3:12])[C:6]=1[OH:13].C(=O)([O-])[O-:18].[K+].[K+].O.Cl. (5) Given the product [Cl:1][C:2]1[C:7]([Cl:15])=[CH:6][N:5]=[C:4]([NH:8][C:9](=[O:14])[C:10]([CH3:11])([CH3:13])[CH3:12])[CH:3]=1, predict the reactants needed to synthesize it. The reactants are: [Cl:1][C:2]1[CH:7]=[CH:6][N:5]=[C:4]([NH:8][C:9](=[O:14])[C:10]([CH3:13])([CH3:12])[CH3:11])[CH:3]=1.[Cl:15]N1C(=O)CCC1=O.O. (6) Given the product [C:1]([O:5][C:6]([N:8]1[CH2:13][CH2:12][CH:11]([C:14]2([CH3:24])[O:23][C:17]3=[CH:18][N:19]=[C:20]([N:33]4[CH2:34][CH2:35][N:30]([S:27]([CH3:26])(=[O:29])=[O:28])[CH2:31][CH2:32]4)[CH:21]=[C:16]3[CH2:15]2)[CH2:10][CH2:9]1)=[O:7])([CH3:4])([CH3:3])[CH3:2], predict the reactants needed to synthesize it. The reactants are: [C:1]([O:5][C:6]([N:8]1[CH2:13][CH2:12][CH:11]([C:14]2([CH3:24])[O:23][C:17]3=[CH:18][N:19]=[C:20](Cl)[CH:21]=[C:16]3[CH2:15]2)[CH2:10][CH2:9]1)=[O:7])([CH3:4])([CH3:3])[CH3:2].Cl.[CH3:26][S:27]([N:30]1[CH2:35][CH2:34][NH:33][CH2:32][CH2:31]1)(=[O:29])=[O:28].CC1(C)C2C(=C(P(C3C=CC=CC=3)C3C=CC=CC=3)C=CC=2)OC2C(P(C3C=CC=CC=3)C3C=CC=CC=3)=CC=CC1=2.CC([O-])(C)C.[K+].